The task is: Predict the reactants needed to synthesize the given product.. This data is from Full USPTO retrosynthesis dataset with 1.9M reactions from patents (1976-2016). (1) Given the product [C:1]([C:3]1[C:4]([N:26]2[CH2:27][CH2:28][C:29]3([CH2:33][N:32]([CH3:38])[CH2:31][CH2:30]3)[CH2:34][CH2:35]2)=[CH:5][C:6]([NH:9][C:10]([N:12]2[C:21]3[C:16](=[CH:17][C:18]([CH2:24][OH:25])=[C:19]([CH:22]=[O:23])[N:20]=3)[CH2:15][CH2:14][CH2:13]2)=[O:11])=[N:7][CH:8]=1)#[N:2], predict the reactants needed to synthesize it. The reactants are: [C:1]([C:3]1[C:4]([N:26]2[CH2:35][CH2:34][C:29]3([CH2:33][NH:32][CH2:31][CH2:30]3)[CH2:28][CH2:27]2)=[CH:5][C:6]([NH:9][C:10]([N:12]2[C:21]3[C:16](=[CH:17][C:18]([CH2:24][OH:25])=[C:19]([CH:22]=[O:23])[N:20]=3)[CH2:15][CH2:14][CH2:13]2)=[O:11])=[N:7][CH:8]=1)#[N:2].C=O.[CH3:38]C(O)=O.C(O[BH-](OC(=O)C)OC(=O)C)(=O)C.[Na+].C([O-])(O)=O.[Na+]. (2) Given the product [CH:24]1([N:13]2[C:14]3=[N:15][C:16]([NH:38][CH2:37][CH2:36][CH2:35][CH2:34][N:33]([CH2:39][CH3:40])[CH2:31][CH3:32])=[N:17][CH:18]=[C:19]3[CH2:20][N:11]([C:6]3[C:7]([F:10])=[CH:8][CH:9]=[C:4]([O:3][CH2:1][CH3:2])[C:5]=3[F:30])[C:12]2=[O:29])[CH2:27][CH2:28][CH2:26][CH2:25]1, predict the reactants needed to synthesize it. The reactants are: [CH2:1]([O:3][C:4]1[C:5]([F:30])=[C:6]([N:11]2[CH2:20][C:19]3[C:14](=[N:15][C:16](S(C)=O)=[N:17][CH:18]=3)[N:13]([CH:24]([CH2:27][CH3:28])[CH2:25][CH3:26])[C:12]2=[O:29])[C:7]([F:10])=[CH:8][CH:9]=1)[CH3:2].[CH2:31]([N:33]([CH2:39][CH3:40])[CH2:34][CH2:35][CH2:36][CH2:37][NH2:38])[CH3:32].C(OCC)(=O)C.C(O)C.C(N(CC)CC)C. (3) Given the product [C:2]([C:7]1[O:11][C:10]([CH2:12][N:13]2[N:17]=[C:16]([NH:18][C:34]([C:29]3[N:30]=[C:31]([CH3:33])[O:32][C:28]=3[C:24]3[CH:25]=[CH:26][CH:27]=[C:22]([O:21][C:20]([F:37])([F:19])[F:38])[CH:23]=3)=[O:35])[CH:15]=[N:14]2)=[CH:9][CH:8]=1)(=[O:6])[CH3:1], predict the reactants needed to synthesize it. The reactants are: [CH3:1][C:2]1([C:7]2[O:11][C:10]([CH2:12][N:13]3[N:17]=[C:16]([NH2:18])[CH:15]=[N:14]3)=[CH:9][CH:8]=2)[O:6]CCO1.[F:19][C:20]([F:38])([F:37])[O:21][C:22]1[CH:23]=[C:24]([C:28]2[O:32][C:31]([CH3:33])=[N:30][C:29]=2[C:34](O)=[O:35])[CH:25]=[CH:26][CH:27]=1. (4) Given the product [F:1][C:2]([F:17])([F:18])[C:3]([NH:5][C:6]1[C:15]2[C:10](=[CH:11][CH:12]=[C:13]([OH:16])[C:14]=2[F:19])[CH:9]=[CH:8][CH:7]=1)=[O:4], predict the reactants needed to synthesize it. The reactants are: [F:1][C:2]([F:18])([F:17])[C:3]([NH:5][C:6]1[C:15]2[C:10](=[CH:11][CH:12]=[C:13]([OH:16])[CH:14]=2)[CH:9]=[CH:8][CH:7]=1)=[O:4].[F:19][N+]1C(C(F)(F)F)=CC=CC=1S([O-])(=O)=O.O. (5) Given the product [CH:33]1([CH2:32][O:24][C:19]2[CH:20]=[CH:21][CH:22]=[CH:23][C:18]=2[CH2:17][N:14]2[CH:15]=[CH:16][C:12]([C:10]([NH:9][C:3]3[C:2]([F:1])=[CH:7][CH:6]=[CH:5][C:4]=3[F:8])=[O:11])=[N:13]2)[CH2:36][CH2:35][CH2:34]1, predict the reactants needed to synthesize it. The reactants are: [F:1][C:2]1[CH:7]=[CH:6][CH:5]=[C:4]([F:8])[C:3]=1[NH:9][C:10]([C:12]1[CH:16]=[CH:15][N:14]([CH2:17][C:18]2[CH:23]=[CH:22][CH:21]=[CH:20][C:19]=2[OH:24])[N:13]=1)=[O:11].C(=O)([O-])[O-].[K+].[K+].Br[CH2:32][CH:33]1[CH2:36][CH2:35][CH2:34]1. (6) Given the product [NH2:1][C:2]([C:4]1[CH:5]=[N:6][C:7]2[C:12]([C:13]=1[NH:14][C:15]1[CH:16]=[C:17]([CH:23]=[CH:24][CH:25]=1)[C:18]([O:20][CH2:21][CH3:22])=[O:19])=[CH:11][CH:10]=[C:9]([C:13]1[CH:12]=[CH:7][N:6]=[C:5]([O:30][CH3:27])[CH:4]=1)[CH:8]=2)=[O:3], predict the reactants needed to synthesize it. The reactants are: [NH2:1][C:2]([C:4]1[CH:5]=[N:6][C:7]2[C:12]([C:13]=1[NH:14][C:15]1[CH:16]=[C:17]([CH:23]=[CH:24][CH:25]=1)[C:18]([O:20][CH2:21][CH3:22])=[O:19])=[CH:11][CH:10]=[C:9](Br)[CH:8]=2)=[O:3].[C:27](=[O:30])([O-])[O-].[K+].[K+]. (7) Given the product [ClH:21].[NH:1]1[C:9]2[CH:8]=[CH:7][CH:6]=[C:5]3[CH2:10][CH2:11][NH:12][CH2:13][C:3]([C:4]=23)=[CH:2]1, predict the reactants needed to synthesize it. The reactants are: [NH:1]1[C:9]2[CH:8]=[CH:7][CH:6]=[C:5]3[CH2:10][CH2:11][N:12](C(OC(C)(C)C)=O)[CH2:13][C:3]([C:4]=23)=[CH:2]1.[ClH:21].C(OCC)(=O)C. (8) The reactants are: C[Si]([C:5]#[C:6][C:7]1[C:8]([NH2:13])=[N:9][CH:10]=[CH:11][CH:12]=1)(C)C.C(=O)([O-])[O-].[K+].[K+].O. Given the product [C:6]([C:7]1[C:8]([NH2:13])=[N:9][CH:10]=[CH:11][CH:12]=1)#[CH:5], predict the reactants needed to synthesize it. (9) Given the product [CH3:1][C:2]1[CH:7]=[C:6]([N:8]2[CH2:12][CH2:11][CH:10]([CH2:13][N:14]3[CH2:18][CH2:17][CH2:16][CH:15]3[CH3:19])[CH2:9]2)[CH:5]=[CH:4][C:3]=1[NH:20][C:31]([C:29]1[CH:28]=[CH:27][C:25]2[N:26]([CH2:36][CH3:37])[CH:22]=[N:23][C:24]=2[CH:30]=1)=[O:33], predict the reactants needed to synthesize it. The reactants are: [CH3:1][C:2]1[CH:7]=[C:6]([N:8]2[CH2:12][CH2:11][CH:10]([CH2:13][N:14]3[CH2:18][CH2:17][CH2:16][CH:15]3[CH3:19])[CH2:9]2)[CH:5]=[CH:4][C:3]=1[NH2:20].C[C:22]1[NH:26][C:25]2[CH:27]=[CH:28][C:29]([C:31]([OH:33])=O)=[CH:30][C:24]=2[N:23]=1.CN1CCO[CH2:37][CH2:36]1.ON1C2C=CC=CC=2N=N1.CN(C)CCCN=C=NCC.